This data is from Reaction yield outcomes from USPTO patents with 853,638 reactions. The task is: Predict the reaction yield, written as a fraction of the theoretical maximum amount of product (1.0 means a 100% yield; for example, 0.34 means a 34% yield). (1) The reactants are Br[CH2:2][C:3]1[CH:4]=[CH:5][C:6]2[N:7]=[C:8]([Cl:19])[N:9]=[C:10]([N:13]3[CH2:18][CH2:17][O:16][CH2:15][CH2:14]3)[C:11]=2[N:12]=1.[O:20]1[CH2:25][CH2:24][CH:23]([NH2:26])[CH2:22][CH2:21]1. No catalyst specified. The product is [Cl:19][C:8]1[N:9]=[C:10]([N:13]2[CH2:18][CH2:17][O:16][CH2:15][CH2:14]2)[C:11]2[N:12]=[C:3]([CH2:2][NH:26][CH:23]3[CH2:24][CH2:25][O:20][CH2:21][CH2:22]3)[CH:4]=[CH:5][C:6]=2[N:7]=1. The yield is 1.00. (2) The reactants are C([O:4][C@H:5]1[C@H:9]([O:10][C:11](=[O:18])[C:12]2[CH:17]=[CH:16][CH:15]=[CH:14][CH:13]=2)[C@H:8]([CH2:19][O:20][C:21](=[O:28])[C:22]2[CH:27]=[CH:26][CH:25]=[CH:24][CH:23]=2)[O:7][C@@H:6]1[N:29]1[CH:37]=[N:36][C:35]2[C:30]1=[N:31][CH:32]=[N:33][C:34]=2[NH2:38])(=O)C.O.NN. The catalyst is N1C=CC=CC=1. The product is [C:11]([O:10][C@@H:9]1[C@H:8]([CH2:19][O:20][C:21](=[O:28])[C:22]2[CH:23]=[CH:24][CH:25]=[CH:26][CH:27]=2)[O:7][C@H:6]([N:29]2[CH:37]=[N:36][C:35]3[C:30]2=[N:31][CH:32]=[N:33][C:34]=3[NH2:38])[C@H:5]1[OH:4])(=[O:18])[C:12]1[CH:13]=[CH:14][CH:15]=[CH:16][CH:17]=1. The yield is 0.680. (3) The reactants are [CH2:1]([C:3]1([CH2:13][CH2:14][O:15][C:16]2[CH:21]=[CH:20][N:19]=[C:18]([CH2:22]O)[C:17]=2[CH3:24])[O:12][CH2:11][C:6]2([O:10][CH2:9][CH2:8][O:7]2)[CH2:5][O:4]1)[CH3:2].C(N(CC)CC)C.CS(Cl)(=O)=O.[SH:37][C:38]1[NH:39][C:40]2[CH:46]=[CH:45][CH:44]=[CH:43][C:41]=2[N:42]=1. The catalyst is C1COCC1. The yield is 0.527. The product is [CH2:1]([C:3]1([CH2:13][CH2:14][O:15][C:16]2[CH:21]=[CH:20][N:19]=[C:18]([CH2:22][S:37][C:38]3[NH:42][C:41]4[CH:43]=[CH:44][CH:45]=[CH:46][C:40]=4[N:39]=3)[C:17]=2[CH3:24])[O:12][CH2:11][C:6]2([O:7][CH2:8][CH2:9][O:10]2)[CH2:5][O:4]1)[CH3:2]. (4) The reactants are [S:1]([NH:5][C:6]1[CH:13]=[CH:12][CH:11]=[C:10]([O:14][CH2:15][CH2:16][CH3:17])[C:7]=1[C:8]#[N:9])(=[O:4])(=[O:3])[NH2:2].[OH-].[Na+]. The catalyst is C(O)C. The product is [NH2:9][C:8]1[C:7]2[C:10]([O:14][CH2:15][CH2:16][CH3:17])=[CH:11][CH:12]=[CH:13][C:6]=2[NH:5][S:1](=[O:4])(=[O:3])[N:2]=1. The yield is 0.850. (5) The reactants are [F:1][C:2]1([F:9])[CH2:5][CH:4](C(O)=O)[CH2:3]1.C1C=CC(P([N:24]=[N+]=[N-])(C2C=CC=CC=2)=O)=CC=1.[Cl:27][C:28]1[CH:29]=[C:30]([C:35]2[C:43]([C:44]([NH2:46])=[O:45])=[C:38]3[CH2:39][NH:40][CH2:41][CH2:42][N:37]3[N:36]=2)[CH:31]=[CH:32][C:33]=1[F:34].C1[CH2:51][O:50]CC1. The catalyst is C1(C)C=CC=CC=1.O. The product is [Cl:27][C:28]1[CH:29]=[C:30]([C:35]2[C:43]([C:44]([NH2:46])=[O:45])=[C:38]3[CH2:39][N:40]([C:51]([NH:24][CH:4]4[CH2:3][C:2]([F:1])([F:9])[CH2:5]4)=[O:50])[CH2:41][CH2:42][N:37]3[N:36]=2)[CH:31]=[CH:32][C:33]=1[F:34]. The yield is 0.275. (6) The reactants are [N+:1]([C:4]1[CH:5]=[N:6][NH:7][CH:8]=1)([O-:3])=[O:2].S(OC)(O[CH3:13])(=O)=O. The catalyst is [OH-].[Na+]. The product is [CH3:13][N:6]1[CH:5]=[C:4]([N+:1]([O-:3])=[O:2])[CH:8]=[N:7]1. The yield is 0.500. (7) The reactants are [OH:1][CH:2]1[C:11]2[C:6](=[CH:7][CH:8]=[C:9]([N:12]3[C:17](=[O:18])[C:16]([CH2:19][C:20]4[CH:25]=[CH:24][C:23]([C:26]5[C:27]([C:32]#[N:33])=[CH:28][CH:29]=[CH:30][CH:31]=5)=[CH:22][CH:21]=4)=[C:15]([CH2:34][CH2:35][CH3:36])[N:14]=[C:13]3[CH3:37])[CH:10]=2)[O:5][C:4]([CH3:39])([CH3:38])[CH2:3]1.[H-].[Na+].I[CH3:43].S([O-])(O)(=O)=O.[K+]. The product is [CH3:43][O:1][CH:2]1[C:11]2[C:6](=[CH:7][CH:8]=[C:9]([N:12]3[C:17](=[O:18])[C:16]([CH2:19][C:20]4[CH:25]=[CH:24][C:23]([C:26]5[C:27]([C:32]#[N:33])=[CH:28][CH:29]=[CH:30][CH:31]=5)=[CH:22][CH:21]=4)=[C:15]([CH2:34][CH2:35][CH3:36])[N:14]=[C:13]3[CH3:37])[CH:10]=2)[O:5][C:4]([CH3:38])([CH3:39])[CH2:3]1. The yield is 0.770. The catalyst is CN(C)C=O. (8) The reactants are [CH3:1][N:2]([CH2:13][C:14]1[N:18]([CH2:19][C@H:20]2[CH2:25][CH2:24][CH2:23][NH:22][CH2:21]2)[C:17]2[CH:26]=[CH:27][CH:28]=[CH:29][C:16]=2[N:15]=1)[C@@H:3]1[C:12]2[N:11]=[CH:10][CH:9]=[CH:8][C:7]=2[CH2:6][CH2:5][CH2:4]1.[N:30]1[CH:35]=[CH:34][CH:33]=[CH:32][C:31]=1[CH:36]=O.C(O)(=O)C.[BH-](OC(C)=O)(OC(C)=O)OC(C)=O.[Na+].C([O-])([O-])=O.[Na+].[Na+]. The catalyst is ClCCCl.ClCCl. The product is [CH3:1][N:2]([CH2:13][C:14]1[N:18]([CH2:19][C@H:20]2[CH2:25][CH2:24][CH2:23][N:22]([CH2:36][C:31]3[CH:32]=[CH:33][CH:34]=[CH:35][N:30]=3)[CH2:21]2)[C:17]2[CH:26]=[CH:27][CH:28]=[CH:29][C:16]=2[N:15]=1)[C@@H:3]1[C:12]2[N:11]=[CH:10][CH:9]=[CH:8][C:7]=2[CH2:6][CH2:5][CH2:4]1. The yield is 0.560. (9) The reactants are [NH2:1][C:2]1[S:6][C:5]([NH:7][C:8]2[CH:17]=[CH:16][C:15]3[C:10](=[CH:11][CH:12]=[CH:13][CH:14]=3)[CH:9]=2)=[N:4][C:3]=1[C:18]([NH2:20])=[O:19].[Cl:21][CH2:22][C:23]1[CH:31]=[CH:30][C:26]([C:27](Cl)=[O:28])=[CH:25][CH:24]=1.[N:32]1[CH:37]=[CH:36][CH:35]=[CH:34][CH:33]=1. The catalyst is CN(C1C=CN=CC=1)C. The product is [Cl-:21].[C:18]([C:3]1[N:4]=[C:5]([NH:7][C:8]2[CH:17]=[CH:16][C:15]3[C:10](=[CH:11][CH:12]=[CH:13][CH:14]=3)[CH:9]=2)[S:6][C:2]=1[NH:1][C:27]([C:26]1[CH:30]=[CH:31][C:23]([CH2:22][N+:32]2[CH:37]=[CH:36][CH:35]=[CH:34][CH:33]=2)=[CH:24][CH:25]=1)=[O:28])(=[O:19])[NH2:20]. The yield is 0.100. (10) The reactants are [CH2:1]([NH:8][C:9](=[O:33])[N:10]([C:12]1[CH:13]=[C:14]([C:18]2[CH:23]=[CH:22][C:21](/[CH:24]=[CH:25]/[C:26]([O:28][CH3:29])=[O:27])=[CH:20][C:19]=2[N+:30]([O-])=O)[CH:15]=[CH:16][CH:17]=1)[CH3:11])[CH2:2][CH2:3][CH2:4][CH2:5][CH2:6][CH3:7]. The catalyst is CO.[Pd]. The product is [NH2:30][C:19]1[CH:20]=[C:21]([CH2:24][CH2:25][C:26]([O:28][CH3:29])=[O:27])[CH:22]=[CH:23][C:18]=1[C:14]1[CH:15]=[CH:16][CH:17]=[C:12]([N:10]([CH3:11])[C:9]([NH:8][CH2:1][CH2:2][CH2:3][CH2:4][CH2:5][CH2:6][CH3:7])=[O:33])[CH:13]=1. The yield is 1.00.